This data is from Full USPTO retrosynthesis dataset with 1.9M reactions from patents (1976-2016). The task is: Predict the reactants needed to synthesize the given product. (1) Given the product [CH3:1][O:2][C:3]1[CH:4]=[C:5]([CH:9]([OH:10])[CH2:11][NH:13][CH3:12])[CH:6]=[CH:7][CH:8]=1, predict the reactants needed to synthesize it. The reactants are: [CH3:1][O:2][C:3]1[CH:4]=[C:5]([CH:9]2[CH2:11][O:10]2)[CH:6]=[CH:7][CH:8]=1.[CH3:12][NH2:13]. (2) Given the product [Cl:1][C:2]1[CH:7]=[C:6]([Cl:8])[CH:5]=[CH:4][C:3]=1[C:9]1[NH:26][C:16](=[O:18])[C:12]2[N:11]([CH:15]=[CH:14][N:13]=2)[CH:10]=1, predict the reactants needed to synthesize it. The reactants are: [Cl:1][C:2]1[CH:7]=[C:6]([Cl:8])[CH:5]=[CH:4][C:3]=1[C:9](=O)[CH2:10][N:11]1[CH:15]=[CH:14][N:13]=[C:12]1[C:16]([O:18]CC)=O.C([O-])(=O)C.[NH4+:26].C(=O)([O-])[O-].[Na+].[Na+]. (3) Given the product [F:21][C:22]1[N:27]=[C:26]([O:1][C:2]2[CH:3]=[C:4]3[C:9](=[CH:10][CH:11]=2)[C:8]([C:12]([OH:14])=[O:13])=[CH:7][CH:6]=[CH:5]3)[CH:25]=[CH:24][N:23]=1, predict the reactants needed to synthesize it. The reactants are: [OH:1][C:2]1[CH:3]=[C:4]2[C:9](=[CH:10][CH:11]=1)[C:8]([C:12]([OH:14])=[O:13])=[CH:7][CH:6]=[CH:5]2.C([O-])([O-])=O.[Cs+].[Cs+].[F:21][C:22]1[N:27]=[C:26](F)[CH:25]=[CH:24][N:23]=1.Cl. (4) Given the product [Cl:39][C:38]1[CH:37]=[CH:36][CH:35]=[C:34]([Cl:40])[C:33]=1[CH2:32][C:30]1[N:29]=[C:28]([NH:41][CH3:42])[N:27]=[C:26]([NH:25][C:22]2[CH:21]=[CH:20][C:19]([C:17]#[N:18])=[CH:24][CH:23]=2)[N:31]=1, predict the reactants needed to synthesize it. The reactants are: NC(NC)NC(=O)CC1C(Cl)=CC=CC=1Cl.[C:17]([C:19]1[CH:24]=[CH:23][C:22]([NH:25][C:26]2[N:31]=[C:30]([CH2:32][C:33]3[C:38]([Cl:39])=[CH:37][CH:36]=[CH:35][C:34]=3[Cl:40])[N:29]=[C:28]([NH:41][C:42](NC(C)C)=O)[N:27]=2)=[CH:21][CH:20]=1)#[N:18]. (5) Given the product [C:20]([C:19]1[CH:22]=[C:15]([C:13]2[S:14][C:10]([C:6]3[CH:5]=[CH:4][N:3]=[C:2]([CH2:48][CH2:49][CH2:50][C:51]([OH:53])=[O:52])[C:7]=3[CH2:8][CH3:9])=[CH:11][N:12]=2)[CH:16]=[CH:17][C:18]=1[O:23][CH:24]([CH3:26])[CH3:25])#[N:21], predict the reactants needed to synthesize it. The reactants are: Cl[C:2]1[C:7]([CH2:8][CH3:9])=[C:6]([C:10]2[S:14][C:13]([C:15]3[CH:16]=[CH:17][C:18]([O:23][CH:24]([CH3:26])[CH3:25])=[C:19]([CH:22]=3)[C:20]#[N:21])=[N:12][CH:11]=2)[CH:5]=[CH:4][N:3]=1.CC(P(C(C)(C)C)C(C)(C)C)(C)C.C([O-])([O-])=O.[Cs+].[Cs+].Br[Zn][CH2:48][CH2:49][CH2:50][C:51]([O:53]CC)=[O:52]. (6) Given the product [C:1]([N:4]1[C:13]2[C:8](=[CH:9][C:10]([C:14]([NH2:15])=[O:16])=[CH:11][CH:12]=2)[C@H:7]([NH2:17])[C@@H:6]([CH3:28])[C@@H:5]1[CH:29]1[CH2:30][CH2:31]1)(=[O:3])[CH3:2], predict the reactants needed to synthesize it. The reactants are: [C:1]([N:4]1[C:13]2[C:8](=[CH:9][C:10]([C:14](=[O:16])[NH2:15])=[CH:11][CH:12]=2)[C@H:7]([NH:17]C(=O)OCC2C=CC=CC=2)[C@@H:6]([CH3:28])[C@@H:5]1[CH:29]1[CH2:31][CH2:30]1)(=[O:3])[CH3:2]. (7) Given the product [CH2:1]([S:3][C:4]1[CH:10]=[CH:9][C:8]([C:11]([F:12])([F:14])[F:13])=[CH:7][C:5]=1[NH:6][NH2:25])[CH3:2], predict the reactants needed to synthesize it. The reactants are: [CH2:1]([S:3][C:4]1[CH:10]=[CH:9][C:8]([C:11]([F:14])([F:13])[F:12])=[CH:7][C:5]=1[NH2:6])[CH3:2].C(SC1C=CC(F)=CC=1[NH:25]N)C. (8) Given the product [CH2:1]([O:3][C:4]([C:6]1[C:7](=[O:29])[C:8]2[CH:13]=[N:12][C:11]([NH:43][C:40]3[CH:39]=[CH:38][C:37]([N:34]4[CH2:33][CH2:32][N:31]([CH3:30])[CH2:36][CH2:35]4)=[CH:42][CH:41]=3)=[N:10][C:9]=2[N:18]([C:20]2[CH:21]=[C:22]3[C:26](=[CH:27][CH:28]=2)[CH2:25][CH2:24][CH2:23]3)[CH:19]=1)=[O:5])[CH3:2], predict the reactants needed to synthesize it. The reactants are: [CH2:1]([O:3][C:4]([C:6]1[C:7](=[O:29])[C:8]2[CH:13]=[N:12][C:11](S(C)(=O)=O)=[N:10][C:9]=2[N:18]([C:20]2[CH:21]=[C:22]3[C:26](=[CH:27][CH:28]=2)[CH2:25][CH2:24][CH2:23]3)[CH:19]=1)=[O:5])[CH3:2].[CH3:30][N:31]1[CH2:36][CH2:35][N:34]([C:37]2[CH:42]=[CH:41][C:40]([NH2:43])=[CH:39][CH:38]=2)[CH2:33][CH2:32]1.